From a dataset of NCI-60 drug combinations with 297,098 pairs across 59 cell lines. Regression. Given two drug SMILES strings and cell line genomic features, predict the synergy score measuring deviation from expected non-interaction effect. (1) Drug 1: C1=CC(=CC=C1CCC2=CNC3=C2C(=O)NC(=N3)N)C(=O)NC(CCC(=O)O)C(=O)O. Drug 2: C1CCC(C(C1)N)N.C(=O)(C(=O)[O-])[O-].[Pt+4]. Cell line: MDA-MB-435. Synergy scores: CSS=14.9, Synergy_ZIP=-5.07, Synergy_Bliss=-6.90, Synergy_Loewe=-13.2, Synergy_HSA=-4.04. (2) Drug 1: C1CC(C1)(C(=O)O)C(=O)O.[NH2-].[NH2-].[Pt+2]. Drug 2: CCC1(CC2CC(C3=C(CCN(C2)C1)C4=CC=CC=C4N3)(C5=C(C=C6C(=C5)C78CCN9C7C(C=CC9)(C(C(C8N6C)(C(=O)OC)O)OC(=O)C)CC)OC)C(=O)OC)O.OS(=O)(=O)O. Cell line: SF-539. Synergy scores: CSS=24.8, Synergy_ZIP=-4.36, Synergy_Bliss=-0.0477, Synergy_Loewe=-10.2, Synergy_HSA=2.59. (3) Drug 1: CC(CN1CC(=O)NC(=O)C1)N2CC(=O)NC(=O)C2. Drug 2: C#CCC(CC1=CN=C2C(=N1)C(=NC(=N2)N)N)C3=CC=C(C=C3)C(=O)NC(CCC(=O)O)C(=O)O. Cell line: OVCAR-8. Synergy scores: CSS=13.1, Synergy_ZIP=-0.155, Synergy_Bliss=-4.49, Synergy_Loewe=-4.16, Synergy_HSA=-4.36.